This data is from Forward reaction prediction with 1.9M reactions from USPTO patents (1976-2016). The task is: Predict the product of the given reaction. (1) Given the reactants [C:1]([O:5][C:6]([N:8]1[CH2:13][CH2:12][N:11]([C:14]2[S:15][CH:16]=[CH:17][N:18]=2)[CH2:10][CH2:9]1)=[O:7])([CH3:4])([CH3:3])[CH3:2].C(=O)([O-])[O-].[Cs+].[Cs+].[Br:25]Br.O, predict the reaction product. The product is: [C:1]([O:5][C:6]([N:8]1[CH2:13][CH2:12][N:11]([C:14]2[S:15][C:16]([Br:25])=[CH:17][N:18]=2)[CH2:10][CH2:9]1)=[O:7])([CH3:4])([CH3:2])[CH3:3]. (2) The product is: [ClH:1].[NH2:35][C:2]1[N:7]=[C:6]([C:8]2[S:12][C:11]([C:13]([CH3:16])([CH3:15])[CH3:14])=[N:10][C:9]=2[C:17]2[C:18]([F:33])=[C:19]([NH:23][S:24]([C:27]3[N:31]([CH3:32])[N:30]=[CH:29][CH:28]=3)(=[O:26])=[O:25])[CH:20]=[CH:21][CH:22]=2)[CH:5]=[CH:4][N:3]=1. Given the reactants [Cl:1][C:2]1[N:7]=[C:6]([C:8]2[S:12][C:11]([C:13]([CH3:16])([CH3:15])[CH3:14])=[N:10][C:9]=2[C:17]2[C:18]([F:33])=[C:19]([NH:23][S:24]([C:27]3[N:31]([CH3:32])[N:30]=[CH:29][CH:28]=3)(=[O:26])=[O:25])[CH:20]=[CH:21][CH:22]=2)[CH:5]=[CH:4][N:3]=1.[OH-].[NH4+:35].Cl, predict the reaction product. (3) Given the reactants [Br:1][C:2]1[C:3]([CH3:9])=[CH:4][C:5](Cl)=[N:6][CH:7]=1.[CH3:10][S-:11].[Na+], predict the reaction product. The product is: [Br:1][C:2]1[C:7]([S:11][CH3:10])=[N:6][CH:5]=[CH:4][C:3]=1[CH3:9]. (4) Given the reactants [Cl:1][C:2]1[CH:12]=[N:11][C:5]2[C:6](=O)[NH:7][N:8]=[CH:9][C:4]=2[CH:3]=1.P(Cl)(Cl)([Cl:15])=O.C([O-])(O)=O.[Na+], predict the reaction product. The product is: [Cl:1][C:2]1[CH:12]=[N:11][C:5]2=[C:6]([Cl:15])[N:7]=[N:8][CH:9]=[C:4]2[CH:3]=1. (5) Given the reactants [CH:1]1([Li])[CH:5]=[CH:4][CH:3]=[CH:2]1.[CH3:7][C:8]1[CH:13]=[CH:12][C:11]([C:14](=O)[CH3:15])=[CH:10][CH:9]=1, predict the reaction product. The product is: [CH3:15][C:14]([C:11]1[CH:12]=[CH:13][C:8]([CH3:7])=[CH:9][CH:10]=1)=[C:1]1[CH:5]=[CH:4][CH:3]=[CH:2]1. (6) Given the reactants [NH:1]1[CH:5]=[C:4](/[CH:6]=[C:7]2\[CH2:8][N:9]([C:14]([C:27]3[CH:32]=[CH:31][CH:30]=[CH:29][CH:28]=3)([C:21]3[CH:26]=[CH:25][CH:24]=[CH:23][CH:22]=3)[C:15]3[CH:20]=[CH:19][CH:18]=[CH:17][CH:16]=3)[CH2:10][CH2:11][C:12]\2=[O:13])[CH:3]=[N:2]1.Br[CH2:34][C:35]([O:37][CH2:38][CH3:39])=[O:36].N12CCCN=C1CCCCC2.[Cl-].[Na+], predict the reaction product. The product is: [CH2:38]([O:37][C:35]([CH2:34][N:1]1[CH:5]=[C:4](/[CH:6]=[C:7]2\[CH2:8][N:9]([C:14]([C:21]3[CH:22]=[CH:23][CH:24]=[CH:25][CH:26]=3)([C:15]3[CH:20]=[CH:19][CH:18]=[CH:17][CH:16]=3)[C:27]3[CH:32]=[CH:31][CH:30]=[CH:29][CH:28]=3)[CH2:10][CH2:11][C:12]\2=[O:13])[CH:3]=[N:2]1)=[O:36])[CH3:39].